This data is from Catalyst prediction with 721,799 reactions and 888 catalyst types from USPTO. The task is: Predict which catalyst facilitates the given reaction. (1) Reactant: [CH3:1][O:2][C:3]1[CH:4]=[C:5]([C:11]2([CH:14]=O)[CH2:13][CH2:12]2)[CH:6]=[CH:7][C:8]=1[O:9][CH3:10].[CH2:16]([NH2:23])[C:17]1[CH:22]=[CH:21][CH:20]=[CH:19][CH:18]=1.S([O-])([O-])(=O)=O.[Na+].[Na+].[I-].[Na+].C[Si](Cl)(C)C.[CH:38]([C:40]([CH3:42])=[O:41])=[CH2:39]. Product: [CH2:16]([N:23]1[C@@H:14]2[C@@:11]([C:5]3[CH:6]=[CH:7][C:8]([O:9][CH3:10])=[C:3]([O:2][CH3:1])[CH:4]=3)([CH2:39][CH2:38][C:40](=[O:41])[CH2:42]2)[CH2:12][CH2:13]1)[C:17]1[CH:22]=[CH:21][CH:20]=[CH:19][CH:18]=1. The catalyst class is: 139. (2) Reactant: [C:1]([NH:8][C@@H:9]([C:15]([OH:17])=O)[CH2:10][C:11]([CH3:14])([CH3:13])[CH3:12])([O:3][C:4]([CH3:7])([CH3:6])[CH3:5])=[O:2].[NH2:18][C@@H:19]([CH2:36][CH3:37])[C:20]([NH:22][CH2:23][C:24]1[CH:29]=[C:28]([Cl:30])[CH:27]=[CH:26][C:25]=1[N:31]1[CH:35]=[N:34][CH:33]=[N:32]1)=[O:21].C1C=NC2N(O)N=NC=2C=1.C(Cl)CCl.CCN(CC)CC. Product: [C:4]([O:3][C:1]([NH:8][C@@H:9]([C:15]([NH:18][C@H:19]([C:20]([NH:22][CH2:23][C:24]1[CH:29]=[C:28]([Cl:30])[CH:27]=[CH:26][C:25]=1[N:31]1[CH:35]=[N:34][CH:33]=[N:32]1)=[O:21])[CH2:36][CH3:37])=[O:17])[CH2:10][C:11]([CH3:12])([CH3:13])[CH3:14])=[O:2])([CH3:5])([CH3:6])[CH3:7]. The catalyst class is: 121. (3) Reactant: [CH3:1][C@H:2]1[CH2:7][CH2:6][C@H:5]([C:8]([N:10]([CH2:33][C:34]([N:36]2[CH2:41][CH2:40][O:39][CH2:38][CH2:37]2)=[O:35])[C:11]2[CH:15]=[C:14]([C:16]3[CH:21]=[CH:20][C:19]([O:22][C:23]4[CH:28]=[CH:27][CH:26]=[CH:25][CH:24]=4)=[CH:18][CH:17]=3)[S:13][C:12]=2[C:29]([O:31]C)=[O:30])=[O:9])[CH2:4][CH2:3]1.O[Li].O.Cl. Product: [CH3:1][C@H:2]1[CH2:3][CH2:4][C@H:5]([C:8]([N:10]([CH2:33][C:34]([N:36]2[CH2:41][CH2:40][O:39][CH2:38][CH2:37]2)=[O:35])[C:11]2[CH:15]=[C:14]([C:16]3[CH:17]=[CH:18][C:19]([O:22][C:23]4[CH:28]=[CH:27][CH:26]=[CH:25][CH:24]=4)=[CH:20][CH:21]=3)[S:13][C:12]=2[C:29]([OH:31])=[O:30])=[O:9])[CH2:6][CH2:7]1. The catalyst class is: 20. (4) Reactant: [BH4-].[Na+].[CH2:3]([N+:10]1[CH:15]=[CH:14][C:13]([C:16]2[O:17][C:18]([CH3:21])=[CH:19][N:20]=2)=[CH:12][CH:11]=1)[C:4]1[CH:9]=[CH:8][CH:7]=[CH:6][CH:5]=1. Product: [CH2:3]([N:10]1[CH2:11][CH:12]=[C:13]([C:16]2[O:17][C:18]([CH3:21])=[CH:19][N:20]=2)[CH2:14][CH2:15]1)[C:4]1[CH:5]=[CH:6][CH:7]=[CH:8][CH:9]=1. The catalyst class is: 8. (5) Reactant: C([O:3][C:4]([C:6]1[C:7]2[S:15][CH:14]=[C:13]([CH2:16][O:17][C:18]3[CH:23]=[CH:22][CH:21]=[C:20]([O:24][CH2:25][C:26]4[CH:31]=[CH:30][CH:29]=[CH:28][CH:27]=4)[CH:19]=3)[C:8]=2[C:9]([NH2:12])=[N:10][CH:11]=1)=O)C.[CH2:32]([CH2:34][NH2:35])[OH:33]. Product: [OH:33][CH2:32][CH2:34][NH:35][C:4]([C:6]1[C:7]2[S:15][CH:14]=[C:13]([CH2:16][O:17][C:18]3[CH:23]=[CH:22][CH:21]=[C:20]([O:24][CH2:25][C:26]4[CH:31]=[CH:30][CH:29]=[CH:28][CH:27]=4)[CH:19]=3)[C:8]=2[C:9]([NH2:12])=[N:10][CH:11]=1)=[O:3]. The catalyst class is: 16.